This data is from Reaction yield outcomes from USPTO patents with 853,638 reactions. The task is: Predict the reaction yield, written as a fraction of the theoretical maximum amount of product (1.0 means a 100% yield; for example, 0.34 means a 34% yield). (1) The reactants are [SH:1][C:2]1[NH:3][C:4]2[CH:10]=[CH:9][CH:8]=[CH:7][C:5]=2[N:6]=1.[CH3:11][CH:12]1[S:16](=[O:18])(=[O:17])[O:15][CH2:14][CH2:13]1. The catalyst is O1CCOCC1.O. The product is [NH:3]1[C:4]2[CH:10]=[CH:9][CH:8]=[CH:7][C:5]=2[N:6]=[C:2]1[S:1][CH2:14][CH2:13][CH:12]([S:16]([OH:18])(=[O:17])=[O:15])[CH3:11]. The yield is 0.860. (2) The reactants are [CH3:1][C:2]1([C:9]2[CH:14]=[CH:13][C:12]([O:15][CH:16]([CH3:18])[CH3:17])=[CH:11][N:10]=2)[NH:6][C:5](=[O:7])[NH:4][C:3]1=[O:8].C(=O)([O-])[O-].[K+].[K+].[CH2:25]([O:32][C:33]([C:42]1[CH:47]=[CH:46][C:45]([N:48]2[CH2:53][CH2:52][N:51]([C:54](=[O:57])[CH2:55]Br)[CH2:50][CH2:49]2)=[C:44]([CH:58]=[CH:59][CH3:60])[CH:43]=1)([C:38]([F:41])([F:40])[F:39])[C:34]([F:37])([F:36])[F:35])[C:26]1[CH:31]=[CH:30][CH:29]=[CH:28][CH:27]=1.O. The catalyst is CN(C)C=O. The product is [CH2:25]([O:32][C:33]([C:42]1[CH:47]=[CH:46][C:45]([N:48]2[CH2:53][CH2:52][N:51]([C:54](=[O:57])[CH2:55][N:4]3[C:3](=[O:8])[C:2]([C:9]4[CH:14]=[CH:13][C:12]([O:15][CH:16]([CH3:18])[CH3:17])=[CH:11][N:10]=4)([CH3:1])[NH:6][C:5]3=[O:7])[CH2:50][CH2:49]2)=[C:44](/[CH:58]=[CH:59]\[CH3:60])[CH:43]=1)([C:34]([F:35])([F:36])[F:37])[C:38]([F:39])([F:40])[F:41])[C:26]1[CH:31]=[CH:30][CH:29]=[CH:28][CH:27]=1. The yield is 0.800. (3) The reactants are [NH2:1][C:2]1[C:11]2[CH:10]=[CH:9][CH:8]=[C:7](Br)[C:6]=2[N:5]=[C:4]2[CH2:13][N:14]([CH:17]3[CH2:20][CH2:19][CH2:18]3)[C:15](=[O:16])[C:3]=12.[F:21][C:22]1[CH:23]=[CH:24][C:25]([O:31][CH3:32])=[C:26](B(O)O)[CH:27]=1. No catalyst specified. The product is [NH2:1][C:2]1[C:11]2[CH:10]=[CH:9][CH:8]=[C:7]([C:24]3[CH:23]=[C:22]([F:21])[CH:27]=[CH:26][C:25]=3[O:31][CH3:32])[C:6]=2[N:5]=[C:4]2[CH2:13][N:14]([CH:17]3[CH2:20][CH2:19][CH2:18]3)[C:15](=[O:16])[C:3]=12. The yield is 0.890. (4) The reactants are [O:1]1[C:6]2[CH:7]=[CH:8][C:9]([CH2:11]O)=[CH:10][C:5]=2[O:4][CH2:3][CH2:2]1.O=S(Cl)[Cl:15]. No catalyst specified. The product is [Cl:15][CH2:11][C:9]1[CH:8]=[CH:7][C:6]2[O:1][CH2:2][CH2:3][O:4][C:5]=2[CH:10]=1. The yield is 0.880. (5) The catalyst is C1(C)C=CC=CC=1.Cl.C(O)C. The yield is 0.780. The reactants are [Br:1][C:2]1[CH:3]=[CH:4][C:5]2[O:9][CH:8]([CH3:10])[C:7](=O)[C:6]=2[CH:12]=1.[CH2:13]([O:15][C:16](=[O:37])[CH:17]=P(C1C=CC=CC=1)(C1C=CC=CC=1)C1C=CC=CC=1)[CH3:14]. The product is [CH2:13]([O:15][C:16](=[O:37])[CH2:17][C:7]1[C:6]2[CH:12]=[C:2]([Br:1])[CH:3]=[CH:4][C:5]=2[O:9][C:8]=1[CH3:10])[CH3:14]. (6) The yield is 0.790. The product is [Br:27][C:24]1[CH:25]=[CH:26][C:21]([NH:20][C:19]2[C:5]([CH2:3][OH:2])=[CH:6][C:7]3[N:11]([CH2:12][CH2:13][S:14]([CH3:17])(=[O:16])=[O:15])[CH:10]=[N:9][C:8]=3[C:18]=2[F:29])=[C:22]([Cl:28])[CH:23]=1. The catalyst is CCO.C1COCC1. The reactants are C[O:2][C:3]([C:5]1[C:19]([NH:20][C:21]2[CH:26]=[CH:25][C:24]([Br:27])=[CH:23][C:22]=2[Cl:28])=[C:18]([F:29])[C:8]2[N:9]=[CH:10][N:11]([CH2:12][CH2:13][S:14]([CH3:17])(=[O:16])=[O:15])[C:7]=2[CH:6]=1)=O.[BH4-].[Na+]. (7) The reactants are [Cl:1][C:2]1[N:6]2[CH:7]=[C:8]([C:15]3[CH:19]=[CH:18][O:17][CH:16]=3)[CH:9]=[C:10]([C:11]([F:14])([F:13])[F:12])[C:5]2=[N:4][C:3]=1[C:20]([N:22]1[CH2:27][CH2:26][C@H:25]([N:28]2[CH2:32][CH2:31][CH2:30][C:29]2=[O:33])[C@H:24]([O:34][Si](C(C)(C)C)(C)C)[CH2:23]1)=[O:21].C1COCC1.CCCC[N+](CCCC)(CCCC)CCCC.[F-]. The catalyst is C1COCC1. The product is [Cl:1][C:2]1[N:6]2[CH:7]=[C:8]([C:15]3[CH:19]=[CH:18][O:17][CH:16]=3)[CH:9]=[C:10]([C:11]([F:14])([F:12])[F:13])[C:5]2=[N:4][C:3]=1[C:20]([N:22]1[CH2:27][CH2:26][C@H:25]([N:28]2[CH2:32][CH2:31][CH2:30][C:29]2=[O:33])[C@H:24]([OH:34])[CH2:23]1)=[O:21]. The yield is 0.350. (8) The reactants are [CH2:1]1[C:5]2=[C:6]3[C:7]([CH2:10][CH2:11]/[C:12]/3=[CH:13]\[C:14]#[N:15])=[N:8][CH:9]=[C:4]2[O:3][CH2:2]1. The catalyst is N.C(O)C.[Co]. The product is [CH2:1]1[C:5]2=[C:6]3[C:7]([CH2:10][CH2:11]/[C:12]/3=[CH:13]\[CH2:14][NH2:15])=[N:8][CH:9]=[C:4]2[O:3][CH2:2]1. The yield is 0.990. (9) The reactants are [NH2:1][C:2]1[N:6]([C:7]2[C:12]([Cl:13])=[CH:11][C:10]([C:14]([F:17])([F:16])[F:15])=[CH:9][C:8]=2[Cl:18])[N:5]=[C:4]([S:19][CH3:20])[C:3]=1[C:21]([C:23]1[CH:28]=[C:27]([CH3:29])[CH:26]=[CH:25][C:24]=1[CH3:30])=[O:22].C(=O)(O)[O-:32].[Na+].ClC1C=C(C=CC=1)C(OO)=O.[OH2:47]. The catalyst is C1COCC1. The product is [NH2:1][C:2]1[N:6]([C:7]2[C:12]([Cl:13])=[CH:11][C:10]([C:14]([F:17])([F:15])[F:16])=[CH:9][C:8]=2[Cl:18])[N:5]=[C:4]([S:19]([CH3:20])(=[O:32])=[O:47])[C:3]=1[C:21]([C:23]1[CH:28]=[C:27]([CH3:29])[CH:26]=[CH:25][C:24]=1[CH3:30])=[O:22]. The yield is 0.700. (10) The reactants are C(OC([NH:8][CH2:9][CH:10]([OH:26])[CH:11]([P:13](C(OCC)(OCC)C)(=[O:17])[O:14]CC)[F:12])=O)(C)(C)C.Cl. The catalyst is CO. The product is [NH2:8][CH2:9][CH:10]([OH:26])[CH:11]([PH:13](=[O:14])[OH:17])[F:12]. The yield is 0.560.